Dataset: Reaction yield outcomes from USPTO patents with 853,638 reactions. Task: Predict the reaction yield, written as a fraction of the theoretical maximum amount of product (1.0 means a 100% yield; for example, 0.34 means a 34% yield). (1) The reactants are C(OC([NH:11][C:12]1[C:13](=[O:24])[N:14]([CH2:20][CH2:21][CH2:22][CH3:23])[C:15]([CH3:19])=[C:16]([CH3:18])[CH:17]=1)=O)C1C=CC=CC=1. The catalyst is CO.[Pd].O. The product is [NH2:11][C:12]1[C:13](=[O:24])[N:14]([CH2:20][CH2:21][CH2:22][CH3:23])[C:15]([CH3:19])=[C:16]([CH3:18])[CH:17]=1. The yield is 0.978. (2) The reactants are [NH2:1][C:2]1[CH:3]=[CH:4][CH:5]=[C:6]2[C:10]=1[N:9]([CH2:11][O:12][CH3:13])[C:8]([C:14]([O:16][CH2:17][CH3:18])=[O:15])=[CH:7]2.[S:19]1[CH:23]=[CH:22][CH:21]=[C:20]1[S:24](Cl)(=[O:26])=[O:25]. The catalyst is N1C=CC=CC=1. The product is [CH3:13][O:12][CH2:11][N:9]1[C:10]2[C:6](=[CH:5][CH:4]=[CH:3][C:2]=2[NH:1][S:24]([C:20]2[S:19][CH:23]=[CH:22][CH:21]=2)(=[O:26])=[O:25])[CH:7]=[C:8]1[C:14]([O:16][CH2:17][CH3:18])=[O:15]. The yield is 0.930.